Dataset: Full USPTO retrosynthesis dataset with 1.9M reactions from patents (1976-2016). Task: Predict the reactants needed to synthesize the given product. Given the product [NH2:34][C:35]1[C:40]([NH:41][CH3:42])=[CH:39][C:38]([C:9]2[CH:28]=[CH:27][C:12]([O:13][CH2:14][CH2:15][CH:16]3[CH2:17][N:18]([C:20]([O:22][C:23]([CH3:26])([CH3:24])[CH3:25])=[O:21])[CH2:19]3)=[C:11]([C:29]([F:31])([F:32])[F:30])[CH:10]=2)=[N:37][C:36]=1[C:44]#[N:45], predict the reactants needed to synthesize it. The reactants are: CC1(C)C(C)(C)OB([C:9]2[CH:28]=[CH:27][C:12]([O:13][CH2:14][CH2:15][CH:16]3[CH2:19][N:18]([C:20]([O:22][C:23]([CH3:26])([CH3:25])[CH3:24])=[O:21])[CH2:17]3)=[C:11]([C:29]([F:32])([F:31])[F:30])[CH:10]=2)O1.[NH2:34][C:35]1[C:36]([C:44]#[N:45])=[N:37][C:38](Cl)=[CH:39][C:40]=1[NH:41][CH3:42].C1(P(C2CCCCC2)C2CCCCC2)CCCCC1.P([O-])([O-])([O-])=O.[K+].[K+].[K+].